Dataset: Forward reaction prediction with 1.9M reactions from USPTO patents (1976-2016). Task: Predict the product of the given reaction. (1) Given the reactants [F:1][C:2]1[CH:3]=[C:4]([CH:8]=[CH:9][C:10]=1[O:11][CH3:12])[C:5]([OH:7])=[O:6].S(Cl)(Cl)=O.[NH2:17][C:18]1[CH:23]=[C:22]([O:24][CH3:25])[CH:21]=[C:20]([Br:26])[C:19]=1O, predict the reaction product. The product is: [F:1][C:2]1[CH:3]=[C:4]([CH:8]=[CH:9][C:10]=1[O:11][CH3:12])[C:5]([O:7][C:19]1[C:18]([NH:17][C:5](=[O:6])[C:4]2[CH:8]=[CH:9][C:10]([O:11][CH3:12])=[C:2]([F:1])[CH:3]=2)=[CH:23][C:22]([O:24][CH3:25])=[CH:21][C:20]=1[Br:26])=[O:6]. (2) Given the reactants Cl[C:2](Cl)([O:4][C:5](=[O:11])OC(Cl)(Cl)Cl)Cl.[C:13]([NH2:17])([CH3:16])([CH3:15])[CH3:14].C(N(CC)CC)C.[Br:25][CH2:26][CH2:27][OH:28], predict the reaction product. The product is: [C:5](=[O:11])([O-:4])[NH2:17].[C:13]([NH:17][C:2](=[O:4])[O:28][CH2:27][CH2:26][Br:25])([CH3:16])([CH3:15])[CH3:14]. (3) Given the reactants FC(F)(F)C([NH:5][C:6]1[CH:11]=[CH:10][CH:9]=[C:8]([C:12]2[C:20]([C:21]3[CH:26]=[CH:25][N:24]=[C:23]([NH:27][C:28]4[CH:37]=[C:36]5[C:31]([CH2:32][CH2:33][N:34]([CH3:38])[CH2:35]5)=[CH:30][CH:29]=4)[N:22]=3)=[C:15]3[CH:16]=[CH:17][CH:18]=[CH:19][N:14]3[N:13]=2)[CH:7]=1)=O.O[Li].O, predict the reaction product. The product is: [NH2:5][C:6]1[CH:7]=[C:8]([C:12]2[C:20]([C:21]3[CH:26]=[CH:25][N:24]=[C:23]([NH:27][C:28]4[CH:37]=[C:36]5[C:31]([CH2:32][CH2:33][N:34]([CH3:38])[CH2:35]5)=[CH:30][CH:29]=4)[N:22]=3)=[C:15]3[CH:16]=[CH:17][CH:18]=[CH:19][N:14]3[N:13]=2)[CH:9]=[CH:10][CH:11]=1. (4) Given the reactants [Br:1][C:2]1[CH:17]=[CH:16][C:5]([CH2:6][CH:7]([CH2:13][CH:14]=O)[C:8]([O:10]CC)=O)=[C:4]([Cl:18])[CH:3]=1.Cl.[NH:20]1[C:28]2[CH2:27][CH:26]([NH2:29])[CH2:25][CH2:24][C:23]=2[CH:22]=[N:21]1.C(O[BH-](OC(=O)C)OC(=O)C)(=O)C.[Na+], predict the reaction product. The product is: [Br:1][C:2]1[CH:17]=[CH:16][C:5]([CH2:6][CH:7]2[CH2:13][CH2:14][N:29]([CH:26]3[CH2:27][C:28]4[C:23](=[CH:22][NH:21][N:20]=4)[CH2:24][CH2:25]3)[C:8]2=[O:10])=[C:4]([Cl:18])[CH:3]=1. (5) Given the reactants [C:1]([N:4]1[C:12]2[C:7](=[CH:8][C:9]([C:13](=[O:15])[CH3:14])=[CH:10][CH:11]=2)[CH2:6][C:5]1=[O:16])(=[O:3])[CH3:2].[C:17](OC)(OC)([O:20][CH3:21])[CH2:18][CH3:19], predict the reaction product. The product is: [C:1]([N:4]1[C:12]2[C:7](=[CH:8][C:9]([C:13](=[O:15])[CH3:14])=[CH:10][CH:11]=2)[C:6](=[C:17]([O:20][CH3:21])[CH2:18][CH3:19])[C:5]1=[O:16])(=[O:3])[CH3:2]. (6) Given the reactants Cl[CH2:2][C:3]([N:5]([CH3:14])[CH2:6][CH2:7][C:8]1[CH:13]=[CH:12][CH:11]=[CH:10][CH:9]=1)=[O:4].[Cl-].[Cl-].[Cl-].[Al+3], predict the reaction product. The product is: [CH3:14][N:5]1[CH2:6][CH2:7][C:8]2[CH:13]=[CH:12][CH:11]=[CH:10][C:9]=2[CH2:2][C:3]1=[O:4]. (7) Given the reactants [F:1][C:2]1[C:6]([F:7])=[CH:5][N:4]([C:8]2[CH:9]=[CH:10][C:11]([N+:15]([O-:17])=[O:16])=[C:12]([OH:14])[CH:13]=2)[CH:3]=1.[CH2:18](Br)[C:19]1[CH:24]=[CH:23][CH:22]=[CH:21][CH:20]=1.C(=O)([O-])[O-].[K+].[K+].O, predict the reaction product. The product is: [CH2:18]([O:14][C:12]1[CH:13]=[C:8]([N:4]2[CH:3]=[C:2]([F:1])[C:6]([F:7])=[CH:5]2)[CH:9]=[CH:10][C:11]=1[N+:15]([O-:17])=[O:16])[C:19]1[CH:24]=[CH:23][CH:22]=[CH:21][CH:20]=1. (8) Given the reactants [Cl:1][C:2]1[C:7]([CH2:8][OH:9])=[C:6]([CH3:10])[N:5]=[C:4]2[N:11]([CH2:16][C:17]3[CH:22]=[CH:21][C:20]([O:23][CH3:24])=[CH:19][CH:18]=3)[C:12]([CH3:15])=[C:13]([CH3:14])[C:3]=12.C(N(CC)CC)C, predict the reaction product. The product is: [Cl:1][C:2]1[C:7]([CH:8]=[O:9])=[C:6]([CH3:10])[N:5]=[C:4]2[N:11]([CH2:16][C:17]3[CH:18]=[CH:19][C:20]([O:23][CH3:24])=[CH:21][CH:22]=3)[C:12]([CH3:15])=[C:13]([CH3:14])[C:3]=12.